This data is from Forward reaction prediction with 1.9M reactions from USPTO patents (1976-2016). The task is: Predict the product of the given reaction. (1) Given the reactants S(Cl)(Cl)=O.[N:5]1[CH:10]=[CH:9][C:8]([C:11]2(O)[CH2:20][CH2:19][C:14]3([O:18][CH2:17][CH2:16][O:15]3)[CH2:13][CH2:12]2)=[CH:7][CH:6]=1.N1C=CC=CC=1.C(=O)(O)[O-].[Na+], predict the reaction product. The product is: [O:18]1[C:14]2([CH2:19][CH2:20][C:11]([C:8]3[CH:7]=[CH:6][N:5]=[CH:10][CH:9]=3)=[CH:12][CH2:13]2)[O:15][CH2:16][CH2:17]1. (2) Given the reactants CO[C:3]1[C:6](=O)[C:5](=[O:8])[C:4]=1[O:9]C.[Cl:11][C:12]1[CH:18]=[CH:17][C:15]([NH2:16])=[C:14]([F:19])[CH:13]=1.Cl.[Cl:21][C:22]1[CH:39]=[CH:38][C:25]([CH2:26][N:27]2[C:31]([C@H:32]3[CH2:36][CH2:35][CH2:34][NH:33]3)=[N:30][N:29]=[C:28]2[CH3:37])=[CH:24][CH:23]=1, predict the reaction product. The product is: [Cl:21][C:22]1[CH:39]=[CH:38][C:25]([CH2:26][N:27]2[C:28]([CH3:37])=[N:29][N:30]=[C:31]2[C@H:32]2[CH2:36][CH2:35][CH2:34][N:33]2[C:3]2[C:4](=[O:9])[C:5](=[O:8])[C:6]=2[NH:16][C:15]2[CH:17]=[CH:18][C:12]([Cl:11])=[CH:13][C:14]=2[F:19])=[CH:24][CH:23]=1. (3) Given the reactants C[O:2][C:3]([C:5]1[CH:15]=[N:14][C:8]2[S:9][CH2:10][C:11](=[O:13])[NH:12][C:7]=2[CH:6]=1)=[O:4].[OH-].[Na+].Cl, predict the reaction product. The product is: [O:13]=[C:11]1[CH2:10][S:9][C:8]2[N:14]=[CH:15][C:5]([C:3]([OH:4])=[O:2])=[CH:6][C:7]=2[NH:12]1. (4) Given the reactants [CH2:1]([N:3]1[C:7]2[N:8]=[C:9]([C:18]3[CH:23]=[CH:22][C:21]([NH:24][C:25]([NH:27][C:28]4[CH:36]=[CH:35][C:31]([C:32]([OH:34])=O)=[CH:30][CH:29]=4)=[O:26])=[CH:20][CH:19]=3)[N:10]=[C:11]([N:12]3[CH2:17][CH2:16][O:15][CH2:14][CH2:13]3)[C:6]=2[N:5]=[N:4]1)[CH3:2].[CH3:37][C:38]1([CH3:44])[CH2:43][NH:42][CH2:41][CH2:40][NH:39]1.CCN(CC)CC.C1C=CC2N(O)N=NC=2C=1.CCN=C=NCCCN(C)C, predict the reaction product. The product is: [CH3:37][C:38]1([CH3:44])[NH:39][CH2:40][CH2:41][N:42]([C:32]([C:31]2[CH:35]=[CH:36][C:28]([NH:27][C:25]([NH:24][C:21]3[CH:22]=[CH:23][C:18]([C:9]4[N:10]=[C:11]([N:12]5[CH2:17][CH2:16][O:15][CH2:14][CH2:13]5)[C:6]5[N:5]=[N:4][N:3]([CH2:1][CH3:2])[C:7]=5[N:8]=4)=[CH:19][CH:20]=3)=[O:26])=[CH:29][CH:30]=2)=[O:34])[CH2:43]1.